Dataset: Full USPTO retrosynthesis dataset with 1.9M reactions from patents (1976-2016). Task: Predict the reactants needed to synthesize the given product. (1) Given the product [CH3:21][O:20][C:4]1[CH:3]=[C:2]([B:22]2[O:26][C:25]([CH3:28])([CH3:27])[C:24]([CH3:30])([CH3:29])[O:23]2)[CH:7]=[CH:6][C:5]=1[N:8]([CH3:19])[C:9](=[O:18])[CH2:10][CH2:11][C:12]1[CH:17]=[CH:16][CH:15]=[CH:14][CH:13]=1, predict the reactants needed to synthesize it. The reactants are: Br[C:2]1[CH:7]=[CH:6][C:5]([N:8]([CH3:19])[C:9](=[O:18])[CH2:10][CH2:11][C:12]2[CH:17]=[CH:16][CH:15]=[CH:14][CH:13]=2)=[C:4]([O:20][CH3:21])[CH:3]=1.[B:22]1([B:22]2[O:26][C:25]([CH3:28])([CH3:27])[C:24]([CH3:30])([CH3:29])[O:23]2)[O:26][C:25]([CH3:28])([CH3:27])[C:24]([CH3:30])([CH3:29])[O:23]1.C([O-])(=O)C.[K+].ClCCl. (2) Given the product [F:1][C:2]1[CH:3]=[C:4]([N:9]2[C:14]([CH3:15])=[CH:13][CH:12]=[C:11]([C:16]([OH:21])=[O:19])[C:10]2=[O:18])[CH:5]=[C:6]([F:8])[CH:7]=1, predict the reactants needed to synthesize it. The reactants are: [F:1][C:2]1[CH:3]=[C:4]([N:9]2[C:14]([CH3:15])=[CH:13][CH:12]=[C:11]([C:16]#N)[C:10]2=[O:18])[CH:5]=[C:6]([F:8])[CH:7]=1.[OH2:19].S(=O)(=O)(O)[OH:21]. (3) Given the product [Br:11][C:12]1[CH:13]=[CH:14][C:15]([F:26])=[C:16]([C:18]([C:32]2([OH:35])[CH2:33][CH2:34][CH:29]([O:28][CH3:27])[CH2:30][CH2:31]2)=[O:21])[CH:17]=1, predict the reactants needed to synthesize it. The reactants are: [Li+].C[Si]([N-][Si](C)(C)C)(C)C.[Br:11][C:12]1[CH:13]=[CH:14][C:15]([F:26])=[C:16]([CH:18]([O:21][Si](C)(C)C)C#N)[CH:17]=1.[CH3:27][O:28][CH:29]1[CH2:34][CH2:33][C:32](=[O:35])[CH2:31][CH2:30]1.Cl. (4) Given the product [O:11]1[CH2:12][CH2:13][CH2:14][CH2:15][CH:10]1[O:9][CH2:8][CH2:7][N:5]1[CH:6]=[C:2]([B:18]2[O:22][C:21]([CH3:24])([CH3:23])[C:20]([CH3:26])([CH3:25])[O:19]2)[CH:3]=[N:4]1, predict the reactants needed to synthesize it. The reactants are: I[C:2]1[CH:3]=[N:4][N:5]([CH2:7][CH2:8][O:9][CH:10]2[CH2:15][CH2:14][CH2:13][CH2:12][O:11]2)[CH:6]=1.CO[B:18]1[O:22][C:21]([CH3:24])([CH3:23])[C:20]([CH3:26])([CH3:25])[O:19]1. (5) Given the product [CH3:1][O:2][C:3](=[O:31])[C@@H:4]([NH:20][C:21](=[O:30])[C:22]1[CH:27]=[CH:26][CH:25]=[CH:24][C:23]=1[OH:29])[CH2:5][C:6]1[CH:7]=[CH:8][C:9]([OH:12])=[CH:10][CH:11]=1, predict the reactants needed to synthesize it. The reactants are: [CH3:1][O:2][C:3](=[O:31])[C@@H:4]([NH:20][C:21](=[O:30])[C:22]1[CH:27]=[C:26](Br)[CH:25]=[CH:24][C:23]=1[OH:29])[CH2:5][C:6]1[CH:11]=[CH:10][C:9]([O:12]CC2C=CC=CC=2)=[CH:8][CH:7]=1.